Task: Predict the product of the given reaction.. Dataset: Forward reaction prediction with 1.9M reactions from USPTO patents (1976-2016) (1) Given the reactants [CH3:1][N:2]1[C:6]2[CH:7]=[CH:8][C:9]([N:11]3[CH:16]=[C:15]([C:17]([O:19]CC)=[O:18])[C:14](=[O:22])[N:13]([CH2:23][C:24]4[CH:29]=[CH:28][CH:27]=[C:26]([C:30]([F:33])([F:32])[F:31])[C:25]=4[CH3:34])[C:12]3=[O:35])=[CH:10][C:5]=2[N:4]([CH3:36])[C:3]1=[O:37].Cl.O, predict the reaction product. The product is: [CH3:1][N:2]1[C:6]2[CH:7]=[CH:8][C:9]([N:11]3[CH:16]=[C:15]([C:17]([OH:19])=[O:18])[C:14](=[O:22])[N:13]([CH2:23][C:24]4[CH:29]=[CH:28][CH:27]=[C:26]([C:30]([F:33])([F:32])[F:31])[C:25]=4[CH3:34])[C:12]3=[O:35])=[CH:10][C:5]=2[N:4]([CH3:36])[C:3]1=[O:37]. (2) The product is: [OH:9][CH2:8][C@@H:5]1[C@H:6]2[O:7][C:28]([CH3:30])([CH3:29])[O:1][C@H:2]2[C@H:3]([N:10]2[C:19]3[C:14](=[CH:15][C:16]([O:22][CH3:23])=[C:17]([O:20][CH3:21])[CH:18]=3)[C:13](=[O:24])[NH:12][C:11]2=[O:25])[O:4]1. Given the reactants [OH:1][C@@H:2]1[C@H:6]([OH:7])[C@@H:5]([CH2:8][OH:9])[O:4][C@H:3]1[N:10]1[C:19]2[C:14](=[CH:15][C:16]([O:22][CH3:23])=[C:17]([O:20][CH3:21])[CH:18]=2)[C:13](=[O:24])[NH:12][C:11]1=[O:25].CO[C:28](OC)([CH3:30])[CH3:29].O.C1(C)C=CC(S(O)(=O)=O)=CC=1.C(=O)(O)[O-].[Na+], predict the reaction product. (3) Given the reactants [CH2:1]([C:3]1[CH:4]=[C:5]([CH:8]=[C:9]([CH3:12])[C:10]=1[OH:11])[C:6]#[N:7])[CH3:2].C1(P(C2C=CC=CC=2)C2C=CC=CC=2)C=CC=CC=1.[CH3:32][C:33]1([CH3:41])[O:38][CH2:37][CH:36]([CH2:39]O)[CH2:35][O:34]1.CCOC(/N=N/C(OCC)=O)=O, predict the reaction product. The product is: [CH3:32][C:33]1([CH3:41])[O:38][CH2:37][CH:36]([CH2:39][O:11][C:10]2[C:9]([CH3:12])=[CH:8][C:5]([C:6]#[N:7])=[CH:4][C:3]=2[CH2:1][CH3:2])[CH2:35][O:34]1. (4) Given the reactants Cl[C:2]1[C:11]([O:12][C@@H:13]2[CH2:18][CH2:17][C@@H:16]([CH3:19])[NH:15][CH2:14]2)=[N:10][CH:9]=[CH:8][C:3]=1[C:4]([O:6][CH3:7])=[O:5].ClC1C(F)=NC=CC=1I, predict the reaction product. The product is: [CH3:19][C@H:16]1[NH:15][CH2:14][C@H:13]([O:12][C:11]2[CH:2]=[C:3]([CH:8]=[CH:9][N:10]=2)[C:4]([O:6][CH3:7])=[O:5])[CH2:18][CH2:17]1.